From a dataset of Reaction yield outcomes from USPTO patents with 853,638 reactions. Predict the reaction yield, written as a fraction of the theoretical maximum amount of product (1.0 means a 100% yield; for example, 0.34 means a 34% yield). The reactants are [Si:1]([O:8][CH2:9][C:10]1[CH:11]=[C:12]([CH:16]([C:18]2[C:19]([Cl:24])=[N:20][CH:21]=[N:22][CH:23]=2)[OH:17])[S:13][C:14]=1[Cl:15])([C:4]([CH3:7])([CH3:6])[CH3:5])([CH3:3])[CH3:2]. The catalyst is C(Cl)Cl.O=[Mn]=O. The product is [Si:1]([O:8][CH2:9][C:10]1[CH:11]=[C:12]([C:16]([C:18]2[C:19]([Cl:24])=[N:20][CH:21]=[N:22][CH:23]=2)=[O:17])[S:13][C:14]=1[Cl:15])([C:4]([CH3:7])([CH3:5])[CH3:6])([CH3:3])[CH3:2]. The yield is 0.850.